This data is from Forward reaction prediction with 1.9M reactions from USPTO patents (1976-2016). The task is: Predict the product of the given reaction. (1) Given the reactants Cl.[Br:2][C:3]1[CH:15]=[CH:14][C:6]([CH2:7][CH:8]2[CH2:13][CH2:12][NH:11][CH2:10][CH2:9]2)=[CH:5][C:4]=1[O:16]CCOC.B(Br)(Br)Br.CO.[CH3:27][C:28]([O:31][C:32](O[C:32]([O:31][C:28]([CH3:30])([CH3:29])[CH3:27])=[O:33])=[O:33])([CH3:30])[CH3:29], predict the reaction product. The product is: [Br:2][C:3]1[CH:15]=[CH:14][C:6]([CH2:7][CH:8]2[CH2:9][CH2:10][N:11]([C:32]([O:31][C:28]([CH3:30])([CH3:29])[CH3:27])=[O:33])[CH2:12][CH2:13]2)=[CH:5][C:4]=1[OH:16]. (2) Given the reactants [CH2:1]([C:3]([CH2:10][CH3:11])([C:7](Cl)=[O:8])[C:4](Cl)=[O:5])[CH3:2].[CH3:12][O:13][C:14]1[CH:19]=[CH:18][C:17]([NH2:20])=[C:16]([NH2:21])[CH:15]=1.C(N(CC)CC)C, predict the reaction product. The product is: [CH2:1]([C:3]1([CH2:10][CH3:11])[C:7](=[O:8])[NH:20][C:17]2[CH:18]=[CH:19][C:14]([O:13][CH3:12])=[CH:15][C:16]=2[NH:21][C:4]1=[O:5])[CH3:2]. (3) Given the reactants C(Cl)(=O)C(Cl)=O.CN(C=O)C.[C:12]([C:15]1[N-:19][N:18]=[N:17][N:16]=1)(O)=[O:13].[K+].[NH2:21][CH2:22][CH2:23][CH:24]1[CH2:29][CH2:28][N:27]([C:30]([O:32][CH2:33][C:34]2[CH:39]=[C:38]([Cl:40])[CH:37]=[C:36]([Cl:41])[CH:35]=2)=[O:31])[CH2:26][CH2:25]1.N1C=CC=CC=1, predict the reaction product. The product is: [N:16]1[NH:17][N:18]=[N:19][C:15]=1[C:12]([NH:21][CH2:22][CH2:23][CH:24]1[CH2:29][CH2:28][N:27]([C:30]([O:32][CH2:33][C:34]2[CH:39]=[C:38]([Cl:40])[CH:37]=[C:36]([Cl:41])[CH:35]=2)=[O:31])[CH2:26][CH2:25]1)=[O:13]. (4) Given the reactants O=C(Cl)[O:3][C:4](Cl)(Cl)Cl.[NH2:9][C:10]1[CH:18]=[C:17]2[C:13]([C:14]([CH3:23])([CH3:22])[CH2:15][N:16]2[C:19](=[O:21])[CH3:20])=[CH:12][CH:11]=1.[CH3:24][C:25]([NH:31][CH2:32][C:33]1[CH:38]=[CH:37][N:36]=[CH:35][CH:34]=1)([CH3:30])[C:26](OC)=[O:27], predict the reaction product. The product is: [C:19]([N:16]1[C:17]2[C:13](=[CH:12][CH:11]=[C:10]([N:9]3[C:26](=[O:27])[C:25]([CH3:30])([CH3:24])[N:31]([CH2:32][C:33]4[CH:34]=[CH:35][N:36]=[CH:37][CH:38]=4)[C:4]3=[O:3])[CH:18]=2)[C:14]([CH3:23])([CH3:22])[CH2:15]1)(=[O:21])[CH3:20]. (5) Given the reactants [CH2:1]([N:8]([CH2:20][C:21]1[CH:26]=[CH:25][CH:24]=[CH:23][CH:22]=1)[C@@H:9]1[CH2:18][CH2:17][C:16]2[C:11](=[C:12](Br)[CH:13]=[CH:14][CH:15]=2)[CH2:10]1)[C:2]1[CH:7]=[CH:6][CH:5]=[CH:4][CH:3]=1.[F:27][C:28]1[C:33](B(O)O)=[CH:32][CH:31]=[CH:30][N:29]=1, predict the reaction product. The product is: [CH2:1]([N:8]([CH2:20][C:21]1[CH:26]=[CH:25][CH:24]=[CH:23][CH:22]=1)[C@@H:9]1[CH2:18][CH2:17][C:16]2[C:11](=[C:12]([C:33]3[C:28]([F:27])=[N:29][CH:30]=[CH:31][CH:32]=3)[CH:13]=[CH:14][CH:15]=2)[CH2:10]1)[C:2]1[CH:7]=[CH:6][CH:5]=[CH:4][CH:3]=1. (6) Given the reactants [F:1][C:2]([F:19])([F:18])[CH:3]([CH3:17])[CH:4]([C:10]1[CH:15]=[CH:14][C:13]([CH3:16])=[CH:12][CH:11]=1)[C:5]([O:7][CH2:8][CH3:9])=[O:6].[Br:20]N1C(=O)CCC1=O, predict the reaction product. The product is: [Br:20][CH2:16][C:13]1[CH:12]=[CH:11][C:10]([CH:4]([CH:3]([CH3:17])[C:2]([F:18])([F:19])[F:1])[C:5]([O:7][CH2:8][CH3:9])=[O:6])=[CH:15][CH:14]=1.